Task: Predict the product of the given reaction.. Dataset: Forward reaction prediction with 1.9M reactions from USPTO patents (1976-2016) (1) Given the reactants [C:1]([O:4][CH2:5][C:6]1[CH:14]=[CH:13][C:9]([C:10]([OH:12])=O)=[CH:8][CH:7]=1)(=[O:3])[CH3:2].C(Cl)(=O)C(Cl)=O.Cl.[Cl:22][C:23]1[CH:31]=[C:30]2[C:26]([C:27]([CH2:38][CH:39]([CH3:41])[CH3:40])=[CH:28][N:29]2[C:32]2[S:33][CH:34]=[C:35]([NH2:37])[N:36]=2)=[CH:25][CH:24]=1.C(N(CC)CC)C, predict the reaction product. The product is: [C:1]([O:4][CH2:5][C:6]1[CH:7]=[CH:8][C:9]([C:10]([NH:37][C:35]2[N:36]=[C:32]([N:29]3[C:30]4[C:26](=[CH:25][CH:24]=[C:23]([Cl:22])[CH:31]=4)[C:27]([CH2:38][CH:39]([CH3:41])[CH3:40])=[CH:28]3)[S:33][CH:34]=2)=[O:12])=[CH:13][CH:14]=1)(=[O:3])[CH3:2]. (2) Given the reactants [N:1]([CH:4]1[CH:10]([OH:11])[CH2:9][CH2:8][N:7]([C:12]([O:14][CH2:15][C:16]2[CH:21]=[CH:20][CH:19]=[CH:18][CH:17]=2)=[O:13])[CH2:6][CH2:5]1)=[N+]=[N-].O.C1C=CC(P(C2C=CC=CC=2)C2C=CC=CC=2)=CC=1, predict the reaction product. The product is: [CH2:15]([O:14][C:12]([N:7]1[CH2:8][CH2:9][CH:10]([OH:11])[CH:4]([NH2:1])[CH2:5][CH2:6]1)=[O:13])[C:16]1[CH:17]=[CH:18][CH:19]=[CH:20][CH:21]=1. (3) Given the reactants C(OC([N:8]1[CH2:13][CH2:12][N:11]([C:14]([C@H:16]2[CH2:21][CH2:20][C@H:19]([C:22]3[NH:26][N:25]=[C:24]4[C:27]5[C:32]([C:33](=[O:34])[C:23]=34)=[C:31]([NH:35][C:36](=[O:44])[NH:37][N:38]3[CH2:43][CH2:42][O:41][CH2:40][CH2:39]3)[CH:30]=[CH:29][CH:28]=5)[CH2:18][CH2:17]2)=[O:15])[CH2:10][CH2:9]1)=O)(C)(C)C.C(O)(C(F)(F)F)=O, predict the reaction product. The product is: [N:11]1([C:14]([C@H:16]2[CH2:21][CH2:20][C@H:19]([C:22]3[NH:26][N:25]=[C:24]4[C:27]5[C:32]([C:33](=[O:34])[C:23]=34)=[C:31]([NH:35][C:36](=[O:44])[NH:37][N:38]3[CH2:39][CH2:40][O:41][CH2:42][CH2:43]3)[CH:30]=[CH:29][CH:28]=5)[CH2:18][CH2:17]2)=[O:15])[CH2:12][CH2:13][NH:8][CH2:9][CH2:10]1. (4) Given the reactants [Cl:1][C:2]1[CH:3]=[C:4]([CH:29]=[CH:30][C:31]=1[O:32][CH:33]([CH3:35])[CH3:34])[C:5]([NH:7][C@H:8]([CH2:26][CH2:27][OH:28])[CH2:9][C:10]1[CH:15]=[CH:14][C:13]([C:16]2[N:17]=[C:18]([C:22](=NO)[CH3:23])[N:19]([CH3:21])[CH:20]=2)=[CH:12][CH:11]=1)=[O:6].[BH4-].[Na+].[CH2:38]1[CH2:42][O:41]CC1.C[OH:44], predict the reaction product. The product is: [Cl:1][C:2]1[CH:3]=[C:4]([CH:29]=[CH:30][C:31]=1[O:32][CH:33]([CH3:34])[CH3:35])[C:5]([NH:7][C@H:8]([CH2:26][CH2:27][OH:28])[CH2:9][C:10]1[CH:15]=[CH:14][C:13]([C:16]2[N:17]=[C:18]([C:22]3([CH3:23])[O:44][CH2:38][CH2:42][O:41]3)[N:19]([CH3:21])[CH:20]=2)=[CH:12][CH:11]=1)=[O:6]. (5) Given the reactants [CH2:1]([CH:3]([C:6]1[N:11]=[C:10]([C:12]([OH:14])=O)[CH:9]=[C:8]([CH3:15])[CH:7]=1)[CH2:4][CH3:5])[CH3:2].[CH2:16]([C:18]1[CH:33]=[C:32]([C:34](=[NH:37])[NH:35]O)[CH:31]=[C:30]([CH3:38])[C:19]=1[O:20][CH2:21][C@@H:22]([OH:29])[CH2:23][NH:24][C:25](=[O:28])[CH2:26][OH:27])[CH3:17], predict the reaction product. The product is: [CH2:16]([C:18]1[CH:33]=[C:32]([C:34]2[N:37]=[C:12]([C:10]3[CH:9]=[C:8]([CH3:15])[CH:7]=[C:6]([CH:3]([CH2:1][CH3:2])[CH2:4][CH3:5])[N:11]=3)[O:14][N:35]=2)[CH:31]=[C:30]([CH3:38])[C:19]=1[O:20][CH2:21][C@@H:22]([OH:29])[CH2:23][NH:24][C:25](=[O:28])[CH2:26][OH:27])[CH3:17].